The task is: Regression. Given two drug SMILES strings and cell line genomic features, predict the synergy score measuring deviation from expected non-interaction effect.. This data is from NCI-60 drug combinations with 297,098 pairs across 59 cell lines. (1) Drug 1: CS(=O)(=O)C1=CC(=C(C=C1)C(=O)NC2=CC(=C(C=C2)Cl)C3=CC=CC=N3)Cl. Drug 2: C1=NC2=C(N1)C(=S)N=CN2. Cell line: TK-10. Synergy scores: CSS=5.80, Synergy_ZIP=-14.2, Synergy_Bliss=-25.0, Synergy_Loewe=-51.9, Synergy_HSA=-24.5. (2) Drug 2: COC1=NC(=NC2=C1N=CN2C3C(C(C(O3)CO)O)O)N. Drug 1: C1=NC2=C(N1)C(=S)N=C(N2)N. Cell line: T-47D. Synergy scores: CSS=17.1, Synergy_ZIP=-6.38, Synergy_Bliss=-1.29, Synergy_Loewe=-23.1, Synergy_HSA=-3.20. (3) Drug 1: C1=CC(=CC=C1CCC2=CNC3=C2C(=O)NC(=N3)N)C(=O)NC(CCC(=O)O)C(=O)O. Drug 2: CN(C)N=NC1=C(NC=N1)C(=O)N. Cell line: UACC-257. Synergy scores: CSS=3.85, Synergy_ZIP=-0.492, Synergy_Bliss=2.60, Synergy_Loewe=-11.1, Synergy_HSA=-2.83. (4) Drug 1: C1CCC(C1)C(CC#N)N2C=C(C=N2)C3=C4C=CNC4=NC=N3. Drug 2: C(CC(=O)O)C(=O)CN.Cl. Cell line: BT-549. Synergy scores: CSS=2.35, Synergy_ZIP=-0.880, Synergy_Bliss=-1.70, Synergy_Loewe=-4.61, Synergy_HSA=-4.68. (5) Drug 1: CC12CCC3C(C1CCC2=O)CC(=C)C4=CC(=O)C=CC34C. Drug 2: C1CN(P(=O)(OC1)NCCCl)CCCl. Cell line: SW-620. Synergy scores: CSS=16.3, Synergy_ZIP=-0.0308, Synergy_Bliss=0.782, Synergy_Loewe=-27.5, Synergy_HSA=0.534. (6) Drug 1: C1=NC2=C(N=C(N=C2N1C3C(C(C(O3)CO)O)F)Cl)N. Drug 2: C1CCC(C(C1)N)N.C(=O)(C(=O)[O-])[O-].[Pt+4]. Cell line: OVCAR3. Synergy scores: CSS=14.8, Synergy_ZIP=-6.58, Synergy_Bliss=-3.64, Synergy_Loewe=-3.07, Synergy_HSA=-3.19. (7) Drug 1: C1=CN(C=N1)CC(O)(P(=O)(O)O)P(=O)(O)O. Drug 2: CC(C)CN1C=NC2=C1C3=CC=CC=C3N=C2N. Cell line: HS 578T. Synergy scores: CSS=6.14, Synergy_ZIP=-1.49, Synergy_Bliss=-2.31, Synergy_Loewe=1.30, Synergy_HSA=-0.0819.